From a dataset of Catalyst prediction with 721,799 reactions and 888 catalyst types from USPTO. Predict which catalyst facilitates the given reaction. (1) Reactant: Br[C:2]1[CH:3]=[C:4]2[C:9](=[CH:10][CH:11]=1)[CH:8]=[N:7][C:6]([N:12]([CH3:20])[C:13](=[O:19])[O:14][C:15]([CH3:18])([CH3:17])[CH3:16])=[CH:5]2.[B:21]1([B:21]2[O:25][C:24]([CH3:27])([CH3:26])[C:23]([CH3:29])([CH3:28])[O:22]2)[O:25][C:24]([CH3:27])([CH3:26])[C:23]([CH3:29])([CH3:28])[O:22]1.C([O-])(=O)C.[K+]. Product: [CH3:20][N:12]([C:6]1[N:7]=[CH:8][C:9]2[C:4]([CH:5]=1)=[CH:3][C:2]([B:21]1[O:25][C:24]([CH3:27])([CH3:26])[C:23]([CH3:29])([CH3:28])[O:22]1)=[CH:11][CH:10]=2)[C:13](=[O:19])[O:14][C:15]([CH3:18])([CH3:17])[CH3:16]. The catalyst class is: 418. (2) Reactant: Br[C:2]1[CH:3]=NC=[C:6]([N:10]2[C:22](=[O:23])[C:21]3[S:20][C:19]4[CH2:18][CH2:17][CH2:16][CH2:15][C:14]=4[C:13]=3[CH:12]=[N:11]2)[C:7]=1C=O.[CH3:24][N:25]1[CH:30]=[C:29](B2OC(C)(C)C(C)(C)O2)[CH:28]=[C:27]([NH:40][C:41]2[CH:46]=[CH:45][C:44]([N:47]3[CH2:52][CH2:51][N:50]([CH:53]4[CH2:56][O:55][CH2:54]4)[CH2:49][CH2:48]3)=[CH:43][N:42]=2)[C:26]1=[O:57].[O-]P([O-])([O-])=O.[K+].[K+].[K+].CC([O-])=[O:68].[Na+].[CH3:71][C:72]#[N:73]. Product: [CH3:24][N:25]1[C:26](=[O:57])[C:27]([NH:40][C:41]2[CH:46]=[CH:45][C:44]([N:47]3[CH2:48][CH2:49][N:50]([CH:53]4[CH2:56][O:55][CH2:54]4)[CH2:51][CH2:52]3)=[CH:43][N:42]=2)=[CH:28][C:29]([C:7]2[C:6]([N:10]3[C:22](=[O:23])[C:21]4[S:20][C:19]5[CH2:18][CH2:17][CH2:16][CH2:15][C:14]=5[C:13]=4[CH:12]=[N:11]3)=[N:73][CH:72]=[CH:71][C:2]=2[CH:3]=[O:68])=[CH:30]1. The catalyst class is: 587. (3) Reactant: [CH2:1]([NH:3][C:4]([CH:6]1[N:14](C(OC(C)(C)C)=O)[C:9]2=[N:10][CH:11]=[CH:12][CH:13]=[C:8]2[CH2:7]1)=[O:5])[CH3:2].C(O)(C(F)(F)F)=O. Product: [CH2:1]([NH:3][C:4]([CH:6]1[NH:14][C:9]2=[N:10][CH:11]=[CH:12][CH:13]=[C:8]2[CH2:7]1)=[O:5])[CH3:2]. The catalyst class is: 2.